Dataset: Forward reaction prediction with 1.9M reactions from USPTO patents (1976-2016). Task: Predict the product of the given reaction. (1) Given the reactants [C:1]([CH2:4][CH2:5][C:6]1[C:7]([CH3:33])=[C:8](C(O)=O)[NH:9][C:10]=1[CH:11]=[C:12]1[C:20]2[C:15](=[CH:16][C:17]([C:21]3[CH:26]=[CH:25][CH:24]=[C:23]([O:27][CH3:28])[CH:22]=3)=[CH:18][CH:19]=2)[NH:14][C:13]1=[O:29])([OH:3])=[O:2].[OH-].[K+].O.Cl, predict the reaction product. The product is: [CH3:28][O:27][C:23]1[CH:22]=[C:21]([C:17]2[CH:16]=[C:15]3[C:20]([C:12](=[CH:11][C:10]4[NH:9][CH:8]=[C:7]([CH3:33])[C:6]=4[CH2:5][CH2:4][C:1]([OH:3])=[O:2])[C:13](=[O:29])[NH:14]3)=[CH:19][CH:18]=2)[CH:26]=[CH:25][CH:24]=1. (2) Given the reactants [C:1]([CH2:3][C:4]1[S:5][CH:6]=[C:7]([C:9]2[CH:14]=[CH:13][C:12]([S:15]([NH:18][CH2:19][CH2:20][CH:21]([CH3:23])[CH3:22])(=[O:17])=[O:16])=[CH:11][CH:10]=2)[N:8]=1)#[N:2].N.S(=O)(=O)(O)[OH:26], predict the reaction product. The product is: [CH2:19]([NH:18][S:15]([C:12]1[CH:11]=[CH:10][C:9]([C:7]2[N:8]=[C:4]([CH2:3][C:1]([NH2:2])=[O:26])[S:5][CH:6]=2)=[CH:14][CH:13]=1)(=[O:16])=[O:17])[CH2:20][CH:21]([CH3:23])[CH3:22]. (3) Given the reactants [OH:1][C@:2]1([C@@H:15]2[CH2:19][S:18][C:17](=[O:20])[N:16]2[CH2:21][C:22]2[CH:27]=[CH:26][C:25]([O:28][CH3:29])=[CH:24][CH:23]=2)[CH2:7][C@@H:6]([OH:8])[CH2:5][C@@H:4]([CH2:9][CH2:10][C@H:11]([CH3:14])[CH:12]=[CH2:13])[O:3]1.O[C@:31]1([C@@H]2CSC(=O)N2CC2C=CC(OC)=CC=2)C[C@@H](O)C[C@@H](CCCC=C)O1, predict the reaction product. The product is: [OH:8][C@H:6]1[CH2:5][C@@H:4]([CH2:9][CH2:10][C@H:11]([CH3:14])[CH:12]=[CH2:13])[O:3][C@:2]([C@@H:15]2[CH2:19][S:18][C:17](=[O:20])[N:16]2[CH2:21][C:22]2[CH:23]=[CH:24][C:25]([O:28][CH3:29])=[CH:26][CH:27]=2)([O:1][CH3:31])[CH2:7]1. (4) The product is: [CH:1]([O:4][C:5]1[CH:10]=[CH:9][C:8]([C:11]2[C:12]3[O:19][C:18](/[CH:20]=[C:22]4/[C:23](=[O:24])[NH:25][C:26](=[O:27])[S:28]/4)=[CH:17][C:13]=3[CH:14]=[N:15][CH:16]=2)=[CH:7][CH:6]=1)([CH3:2])[CH3:3]. Given the reactants [CH:1]([O:4][C:5]1[CH:10]=[CH:9][C:8]([C:11]2[C:12]3[O:19][C:18]([CH:20]=O)=[CH:17][C:13]=3[CH:14]=[N:15][CH:16]=2)=[CH:7][CH:6]=1)([CH3:3])[CH3:2].[CH2:22]1[S:28][C:26](=[O:27])[NH:25][C:23]1=[O:24].NCCC(O)=O, predict the reaction product. (5) Given the reactants C(OP(O[CH2:10][C:11]1[O:15][N:14]=[C:13]([C:16]([O:18][CH2:19][CH3:20])=[O:17])[CH:12]=1)(OCC)=O)C.[CH3:21][O:22][C:23]1[CH:28]=[CH:27][CH:26]=[CH:25][C:24]=1B(O)O.C(=O)([O-])[O-].[K+].[K+].C1(P(C2C=CC=CC=2)C2C=CC=CC=2)C=CC=CC=1, predict the reaction product. The product is: [CH3:21][O:22][C:23]1[CH:28]=[CH:27][CH:26]=[CH:25][C:24]=1[CH2:10][C:11]1[O:15][N:14]=[C:13]([C:16]([O:18][CH2:19][CH3:20])=[O:17])[CH:12]=1.